Dataset: NCI-60 drug combinations with 297,098 pairs across 59 cell lines. Task: Regression. Given two drug SMILES strings and cell line genomic features, predict the synergy score measuring deviation from expected non-interaction effect. (1) Drug 1: CC(C1=C(C=CC(=C1Cl)F)Cl)OC2=C(N=CC(=C2)C3=CN(N=C3)C4CCNCC4)N. Drug 2: COC1=CC(=CC(=C1O)OC)C2C3C(COC3=O)C(C4=CC5=C(C=C24)OCO5)OC6C(C(C7C(O6)COC(O7)C8=CC=CS8)O)O. Cell line: NCI-H322M. Synergy scores: CSS=-1.61, Synergy_ZIP=-0.990, Synergy_Bliss=-2.55, Synergy_Loewe=-6.66, Synergy_HSA=-4.34. (2) Cell line: HCC-2998. Drug 1: CC(C)NC(=O)C1=CC=C(C=C1)CNNC.Cl. Synergy scores: CSS=0.498, Synergy_ZIP=4.09, Synergy_Bliss=-2.10, Synergy_Loewe=-6.73, Synergy_HSA=-6.59. Drug 2: CC12CCC3C(C1CCC2OP(=O)(O)O)CCC4=C3C=CC(=C4)OC(=O)N(CCCl)CCCl.[Na+]. (3) Drug 1: CCC1(CC2CC(C3=C(CCN(C2)C1)C4=CC=CC=C4N3)(C5=C(C=C6C(=C5)C78CCN9C7C(C=CC9)(C(C(C8N6C=O)(C(=O)OC)O)OC(=O)C)CC)OC)C(=O)OC)O.OS(=O)(=O)O. Drug 2: CCCCCOC(=O)NC1=NC(=O)N(C=C1F)C2C(C(C(O2)C)O)O. Cell line: 786-0. Synergy scores: CSS=14.3, Synergy_ZIP=0.504, Synergy_Bliss=4.86, Synergy_Loewe=-8.62, Synergy_HSA=1.84.